This data is from Forward reaction prediction with 1.9M reactions from USPTO patents (1976-2016). The task is: Predict the product of the given reaction. (1) Given the reactants [NH:1]([C:3]1[N:12]=[CH:11][CH:10]=[C:9]2[C:4]=1[CH:5]=[C:6]([C:37]1[CH:42]=[CH:41][CH:40]=[CH:39][CH:38]=1)[C:7]([C:13]1[CH:18]=[CH:17][C:16]([CH2:19][N:20]3[CH2:25][CH2:24][CH:23]([C:26]4[N:30]=[C:29]([C:31]5[CH:36]=[CH:35][CH:34]=[CH:33][N:32]=5)[NH:28][N:27]=4)[CH2:22][CH2:21]3)=[CH:15][CH:14]=1)=[N:8]2)[NH2:2].[C:43](OC)(OC)(OC)[CH3:44], predict the reaction product. The product is: [CH3:43][C:44]1[N:12]2[C:3]([C:4]3[CH:5]=[C:6]([C:37]4[CH:38]=[CH:39][CH:40]=[CH:41][CH:42]=4)[C:7]([C:13]4[CH:18]=[CH:17][C:16]([CH2:19][N:20]5[CH2:21][CH2:22][CH:23]([C:26]6[N:30]=[C:29]([C:31]7[CH:36]=[CH:35][CH:34]=[CH:33][N:32]=7)[NH:28][N:27]=6)[CH2:24][CH2:25]5)=[CH:15][CH:14]=4)=[N:8][C:9]=3[CH:10]=[CH:11]2)=[N:1][N:2]=1. (2) Given the reactants O=[C:2]([NH:13][CH2:14][C:15]([F:18])([F:17])[F:16])[C@H:3]([NH:5][C:6](=[O:12])[O:7][C:8]([CH3:11])([CH3:10])[CH3:9])[CH3:4].P12(SP3(SP(SP(S3)(S1)=S)(=S)S2)=S)=[S:20].C[Si](C)(C)O[Si](C)(C)C, predict the reaction product. The product is: [S:20]=[C:2]([NH:13][CH2:14][C:15]([F:18])([F:17])[F:16])[C@H:3]([NH:5][C:6](=[O:12])[O:7][C:8]([CH3:11])([CH3:10])[CH3:9])[CH3:4]. (3) Given the reactants N(C(OC(C)(C)C)=O)=NC(O[C:6](C)(C)[CH3:7])=O.[Cl:17][C:18]1[C:23]([NH:24][C:25]2[C:34]3[C:29](=[CH:30][C:31]([OH:43])=[CH:32][C:33]=3[O:35][CH:36]3[CH2:41][CH2:40][N:39]([CH3:42])[CH2:38][CH2:37]3)[N:28]=[CH:27][N:26]=2)=[C:22]2[O:44][CH2:45][O:46][C:21]2=[CH:20][CH:19]=1.C1(P(C2C=CC=CC=2)C2C=CC=CC=2)C=CC=CC=1.Cl.N, predict the reaction product. The product is: [Cl:17][C:18]1[C:23]([NH:24][C:25]2[C:34]3[C:29](=[CH:30][C:31]([O:43][CH2:6][CH3:7])=[CH:32][C:33]=3[O:35][CH:36]3[CH2:41][CH2:40][N:39]([CH3:42])[CH2:38][CH2:37]3)[N:28]=[CH:27][N:26]=2)=[C:22]2[O:44][CH2:45][O:46][C:21]2=[CH:20][CH:19]=1.